This data is from Full USPTO retrosynthesis dataset with 1.9M reactions from patents (1976-2016). The task is: Predict the reactants needed to synthesize the given product. (1) Given the product [F:52][C:51]([F:53])([F:54])[C:49]1[CH:50]=[C:45]([CH:43]([N:12]([CH2:13][C:14]2[CH:19]=[C:18]([C:20]([F:22])([F:21])[F:23])[CH:17]=[CH:16][C:15]=2[N:24]([CH2:27][C@H:28]2[CH2:29][CH2:30][C@H:31]([CH2:34][C:35]([O:37][CH2:38][CH3:39])=[O:36])[CH2:32][CH2:33]2)[CH2:25][CH3:26])[C:9]2[N:8]=[CH:7][C:6]([O:5][CH2:4][CH2:3][S:2][CH3:1])=[CH:11][N:10]=2)[CH3:44])[CH:46]=[C:47]([C:55]([F:56])([F:57])[F:58])[CH:48]=1.[F:56][C:55]([F:58])([F:57])[C:47]1[CH:46]=[C:45]([CH:43]([N:12]([CH2:13][C:14]2[CH:19]=[C:18]([C:20]([F:21])([F:22])[F:23])[CH:17]=[CH:16][C:15]=2[N:24]([CH2:27][C@H:28]2[CH2:33][CH2:32][C@H:31]([CH2:34][C:35]([OH:37])=[O:36])[CH2:30][CH2:29]2)[CH2:25][CH3:26])[C:9]2[N:8]=[CH:7][C:6]([O:5][CH2:4][CH2:3][S:2][CH3:1])=[CH:11][N:10]=2)[CH3:44])[CH:50]=[C:49]([C:51]([F:54])([F:53])[F:52])[CH:48]=1, predict the reactants needed to synthesize it. The reactants are: [CH3:1][S:2][CH2:3][CH2:4][O:5][C:6]1[CH:7]=[N:8][C:9]([NH:12][CH2:13][C:14]2[CH:19]=[C:18]([C:20]([F:23])([F:22])[F:21])[CH:17]=[CH:16][C:15]=2[N:24]([CH2:27][C@H:28]2[CH2:33][CH2:32][C@H:31]([CH2:34][C:35]([O:37][CH2:38][CH3:39])=[O:36])[CH2:30][CH2:29]2)[CH2:25][CH3:26])=[N:10][CH:11]=1.[H-].[Na+].Br[CH:43]([C:45]1[CH:50]=[C:49]([C:51]([F:54])([F:53])[F:52])[CH:48]=[C:47]([C:55]([F:58])([F:57])[F:56])[CH:46]=1)[CH3:44].O. (2) Given the product [Cl:11][C:9]1[C:10]2[C:2]([C:13]([O:15][CH3:16])=[O:14])=[CH:3][NH:4][C:5]=2[N:6]=[CH:7][N:8]=1, predict the reactants needed to synthesize it. The reactants are: Br[C:2]1[C:10]2[C:9]([Cl:11])=[N:8][CH:7]=[N:6][C:5]=2[NH:4][CH:3]=1.Cl[C:13]([O:15][CH3:16])=[O:14]. (3) Given the product [C:11]1([C:39]2[CH:44]=[CH:43][CH:42]=[CH:41][CH:40]=2)[C:12]([C:17]([N:19]2[CH2:23][C:22](=[O:24])[CH2:21][C@H:20]2[CH2:25][NH:26][C:27]([C:29]2[CH:30]=[CH:31][CH:32]=[C:33]3[C:38]=2[N:37]=[CH:36][CH:35]=[CH:34]3)=[O:28])=[O:18])=[CH:13][CH:14]=[CH:15][CH:16]=1, predict the reactants needed to synthesize it. The reactants are: C(Cl)(=O)C(Cl)=O.CS(C)=O.[C:11]1([C:39]2[CH:44]=[CH:43][CH:42]=[CH:41][CH:40]=2)[C:12]([C:17]([N:19]2[CH2:23][C@H:22]([OH:24])[CH2:21][C@H:20]2[CH2:25][NH:26][C:27]([C:29]2[CH:30]=[CH:31][CH:32]=[C:33]3[C:38]=2[N:37]=[CH:36][CH:35]=[CH:34]3)=[O:28])=[O:18])=[CH:13][CH:14]=[CH:15][CH:16]=1.CCN(CC)CC. (4) Given the product [Cl:25][C:22]1[CH:23]=[CH:24][C:19]([NH:18][C:17]2[C:16](=[O:38])[C:15](=[O:39])[C:14]=2[NH:40][C:41]2[CH:46]=[CH:45][CH:44]=[CH:43][CH:42]=2)=[C:20]([OH:37])[C:21]=1[S:26]([N:29]1[CH2:35][CH2:34][CH2:33][N:32]([CH3:36])[CH2:31][CH2:30]1)(=[O:28])=[O:27], predict the reactants needed to synthesize it. The reactants are: C1(C2C=CC=CC=2)C=CC=CC=1.Cl[C:14]1[C:15](=[O:39])[C:16](=[O:38])[C:17]=1[NH:18][C:19]1[CH:24]=[CH:23][C:22]([Cl:25])=[C:21]([S:26]([N:29]2[CH2:35][CH2:34][CH2:33][N:32]([CH3:36])[CH2:31][CH2:30]2)(=[O:28])=[O:27])[C:20]=1[OH:37].[NH2:40][C:41]1[CH:46]=[CH:45][CH:44]=[CH:43][CH:42]=1. (5) Given the product [CH:35]1([C:29]2[CH:30]=[CH:31][CH:32]=[C:33]([F:34])[C:28]=2[CH2:27][N:24]2[C:5]3[N:6]=[C:7]([NH:10][C:11]4[CH:16]=[CH:15][C:14]([N:17]5[CH2:18][CH2:19][N:20]([CH3:23])[CH2:21][CH2:22]5)=[CH:13][CH:12]=4)[N:8]=[CH:9][C:4]=3[CH:3]=[C:2]([C:38]#[C:39][CH3:40])[C:25]2=[O:26])[CH2:36][CH2:37]1, predict the reactants needed to synthesize it. The reactants are: Br[C:2]1[C:25](=[O:26])[N:24]([CH2:27][C:28]2[C:33]([F:34])=[CH:32][CH:31]=[CH:30][C:29]=2[CH:35]2[CH2:37][CH2:36]2)[C:5]2[N:6]=[C:7]([NH:10][C:11]3[CH:16]=[CH:15][C:14]([N:17]4[CH2:22][CH2:21][N:20]([CH3:23])[CH2:19][CH2:18]4)=[CH:13][CH:12]=3)[N:8]=[CH:9][C:4]=2[CH:3]=1.[CH2:38]([Sn](CCCC)(CCCC)C#CC)[CH2:39][CH2:40]C. (6) Given the product [Cl:1][C:2]1[CH:7]=[CH:6][C:5]([C:8]2([C:14]3[CH:15]=[CH:16][C:17]([C:30]4[C:31]([C:35]#[N:36])=[N:32][NH:33][CH:34]=4)=[CH:18][CH:19]=3)[CH2:13][CH2:12][NH:11][CH2:10][CH2:9]2)=[CH:4][CH:3]=1, predict the reactants needed to synthesize it. The reactants are: [Cl:1][C:2]1[CH:7]=[CH:6][C:5]([C:8]2([C:14]3[CH:19]=[CH:18][C:17](B4OC(C)(C)C(C)(C)O4)=[CH:16][CH:15]=3)[CH2:13][CH2:12][NH:11][CH2:10][CH2:9]2)=[CH:4][CH:3]=1.Br[C:30]1[C:31]([C:35]#[N:36])=[N:32][NH:33][CH:34]=1. (7) Given the product [NH2:21][C:19]1[CH:20]=[C:10]2[C:9]([NH:8][C@H:3]3[CH2:4][CH2:5][CH2:6][CH2:7][C@H:2]3[CH3:1])=[C:14]([C:15]([NH2:17])=[O:16])[CH:13]=[N:12][N:11]2[CH:18]=1, predict the reactants needed to synthesize it. The reactants are: [CH3:1][C@@H:2]1[CH2:7][CH2:6][CH2:5][CH2:4][C@@H:3]1[NH:8][C:9]1[C:10]2[N:11]([CH:18]=[C:19]([N+:21]([O-])=O)[CH:20]=2)[N:12]=[CH:13][C:14]=1[C:15]([NH2:17])=[O:16].